This data is from Forward reaction prediction with 1.9M reactions from USPTO patents (1976-2016). The task is: Predict the product of the given reaction. (1) Given the reactants [NH2:1][C:2]1[CH:6]=[C:5]([C:7]2[CH:12]=[CH:11][C:10]([O:13][CH3:14])=[CH:9][CH:8]=2)[NH:4][N:3]=1.[C:15]1([C:24]2[CH:29]=[CH:28][C:27]([C:30]([OH:32])=O)=[CH:26][CH:25]=2)[CH:20]=[CH:19][C:18]([C:21]([OH:23])=O)=[CH:17][CH:16]=1, predict the reaction product. The product is: [CH3:14][O:13][C:10]1[CH:11]=[CH:12][C:7]([C:5]2[NH:4][N:3]=[C:2]([NH:1][C:30]([C:27]3[CH:26]=[CH:25][C:24]([C:15]4[CH:16]=[CH:17][C:18]([C:21]([NH:1][C:2]5[CH:6]=[C:5]([C:7]6[CH:12]=[CH:11][C:10]([O:13][CH3:14])=[CH:9][CH:8]=6)[NH:4][N:3]=5)=[O:23])=[CH:19][CH:20]=4)=[CH:29][CH:28]=3)=[O:32])[CH:6]=2)=[CH:8][CH:9]=1. (2) Given the reactants [CH3:1][O:2][CH:3]([O:7][CH3:8])[CH2:4][NH:5][CH3:6].C(N(CC)CC)C.[CH3:16][N:17]1[CH:21]=[C:20]([S:22](Cl)(=[O:24])=[O:23])[CH:19]=[N:18]1, predict the reaction product. The product is: [CH3:1][O:2][CH:3]([O:7][CH3:8])[CH2:4][N:5]([CH3:6])[S:22]([C:20]1[CH:19]=[N:18][N:17]([CH3:16])[CH:21]=1)(=[O:24])=[O:23]. (3) Given the reactants [CH3:1][O:2][N:3]1[C:12]2[C:7](=[CH:8][C:9]([I:13])=[CH:10][CH:11]=2)[C:6](=[O:14])[C:5]([C:15]([O:17]CC)=[O:16])=[CH:4]1.C(#N)C.[OH-].[Li+].C(O)(=O)CC(CC(O)=O)(C(O)=O)O, predict the reaction product. The product is: [I:13][C:9]1[CH:8]=[C:7]2[C:12](=[CH:11][CH:10]=1)[N:3]([O:2][CH3:1])[CH:4]=[C:5]([C:15]([OH:17])=[O:16])[C:6]2=[O:14]. (4) Given the reactants F[B-](F)(F)F.F[B-](F)(F)F.ClC[N+]12CC[N+]([F:21])(CC1)CC2.C([O:24][C:25]([C:27]1[N:32]=[C:31]([CH3:33])[CH:30]=[CH:29][N:28]=1)=[CH2:26])C.C(OCC)(=O)C, predict the reaction product. The product is: [F:21][CH2:24][C:25]([C:27]1[N:32]=[C:31]([CH3:33])[CH:30]=[CH:29][N:28]=1)=[O:26]. (5) The product is: [CH3:1][O:2][CH2:3][CH2:4][O:5][CH2:6][C:7]1[CH:8]=[CH:9][C:10]([NH2:13])=[CH:11][CH:12]=1. Given the reactants [CH3:1][O:2][CH2:3][CH2:4][O:5][CH2:6][C:7]1[CH:12]=[CH:11][C:10]([N+:13]([O-])=O)=[CH:9][CH:8]=1, predict the reaction product. (6) Given the reactants [CH2:1]([O:3][C:4]1[CH:5]=[C:6]2[C:11](=[C:12]3[CH2:16][C:15]([CH3:18])([CH3:17])[O:14][C:13]=13)[C:10]([C:19]1[CH:24]=[CH:23][C:22](/[CH:25]=[CH:26]/[C:27]([O:29]C)=[O:28])=[C:21]([O:31][CH3:32])[CH:20]=1)=[N:9][C:8]([CH3:34])([CH3:33])[CH2:7]2)[CH3:2].[OH-].[Na+], predict the reaction product. The product is: [CH2:1]([O:3][C:4]1[CH:5]=[C:6]2[C:11](=[C:12]3[CH2:16][C:15]([CH3:18])([CH3:17])[O:14][C:13]=13)[C:10]([C:19]1[CH:24]=[CH:23][C:22](/[CH:25]=[CH:26]/[C:27]([OH:29])=[O:28])=[C:21]([O:31][CH3:32])[CH:20]=1)=[N:9][C:8]([CH3:33])([CH3:34])[CH2:7]2)[CH3:2]. (7) Given the reactants [CH2:1]([C@@H:7]1[CH2:16][CH2:15][C:14]2[C:9](=[CH:10][CH:11]=[C:12]([I:17])[CH:13]=2)[C:8]1=O)[CH2:2][CH2:3][CH2:4][CH2:5][CH3:6].[BH4-].[Na+].C([SiH](CC)CC)C.C(O)(C(F)(F)F)=O, predict the reaction product. The product is: [CH2:1]([C@@H:7]1[CH2:16][CH2:15][C:14]2[C:9](=[CH:10][CH:11]=[C:12]([I:17])[CH:13]=2)[CH2:8]1)[CH2:2][CH2:3][CH2:4][CH2:5][CH3:6]. (8) Given the reactants [Br:1][C:2]1[N:3]=[C:4]([N:11]2[CH:15]=[CH:14][N:13]=[C:12]2[C:16]2[CH:21]=[CH:20][N:19]=[CH:18][CH:17]=2)[C:5]2[N:6]([CH:8]=[CH:9][N:10]=2)[CH:7]=1.Cl.[NH2:23][C:24]1[CH:25]=[C:26](B(O)O)[CH:27]=[CH:28][CH:29]=1.P([O-])([O-])([O-])=O.[K+].[K+].[K+].COCCOC, predict the reaction product. The product is: [Br:1][C:2]1([C:28]2[CH:29]=[C:24]([NH2:23])[CH:25]=[CH:26][CH:27]=2)[CH2:7][N:6]2[CH:8]=[CH:9][N:10]=[C:5]2[C:4]([N:11]2[CH:15]=[CH:14][N:13]=[C:12]2[C:16]2[CH:21]=[CH:20][N:19]=[CH:18][CH:17]=2)=[N:3]1.